This data is from Forward reaction prediction with 1.9M reactions from USPTO patents (1976-2016). The task is: Predict the product of the given reaction. (1) Given the reactants [F:1][C:2]1[C:9]([F:10])=[CH:8][CH:7]=[CH:6][C:3]=1[CH:4]=O.[CH:11]1([NH2:14])[CH2:13][CH2:12]1, predict the reaction product. The product is: [CH:11]1([NH:14][CH2:4][C:3]2[CH:6]=[CH:7][CH:8]=[C:9]([F:10])[C:2]=2[F:1])[CH2:13][CH2:12]1. (2) Given the reactants [Cl:1][C:2]1[CH:7]=[CH:6][C:5]([C:8]2[C:14]3[CH:15]=[C:16]([O:19][CH3:20])[CH:17]=[CH:18][C:13]=3[N:12]3[C:21]([CH3:24])=[N:22][N:23]=[C:11]3[C@H:10]([CH2:25][C:26]([NH:28][CH2:29][CH2:30][NH:31][C:32](=[O:42])[CH2:33][NH:34]C(=O)OC(C)(C)C)=[O:27])[N:9]=2)=[CH:4][CH:3]=1.C(O)(C(F)(F)F)=O.[OH-].[K+], predict the reaction product. The product is: [NH2:34][CH2:33][C:32]([NH:31][CH2:30][CH2:29][NH:28][C:26](=[O:27])[CH2:25][C@@H:10]1[N:9]=[C:8]([C:5]2[CH:4]=[CH:3][C:2]([Cl:1])=[CH:7][CH:6]=2)[C:14]2[CH:15]=[C:16]([O:19][CH3:20])[CH:17]=[CH:18][C:13]=2[N:12]2[C:21]([CH3:24])=[N:22][N:23]=[C:11]12)=[O:42]. (3) Given the reactants [F:1][C:2]1[CH:7]=[C:6]([CH2:8]O)[CH:5]=[C:4]([F:10])[C:3]=1[O:11][Si:12]([CH:19]([CH3:21])[CH3:20])([CH:16]([CH3:18])[CH3:17])[CH:13]([CH3:15])[CH3:14].[Br:22]C(Br)(Br)Br.C1(P(C2C=CC=CC=2)C2C=CC=CC=2)C=CC=CC=1, predict the reaction product. The product is: [Br:22][CH2:8][C:6]1[CH:5]=[C:4]([F:10])[C:3]([O:11][Si:12]([CH:19]([CH3:21])[CH3:20])([CH:16]([CH3:18])[CH3:17])[CH:13]([CH3:15])[CH3:14])=[C:2]([F:1])[CH:7]=1.